The task is: Regression. Given two drug SMILES strings and cell line genomic features, predict the synergy score measuring deviation from expected non-interaction effect.. This data is from NCI-60 drug combinations with 297,098 pairs across 59 cell lines. (1) Drug 1: CCCCCOC(=O)NC1=NC(=O)N(C=C1F)C2C(C(C(O2)C)O)O. Drug 2: CC1=C(C(=O)C2=C(C1=O)N3CC4C(C3(C2COC(=O)N)OC)N4)N. Cell line: MCF7. Synergy scores: CSS=13.7, Synergy_ZIP=2.13, Synergy_Bliss=-1.82, Synergy_Loewe=-23.3, Synergy_HSA=-7.38. (2) Drug 1: C1C(C(OC1N2C=NC3=C(N=C(N=C32)Cl)N)CO)O. Drug 2: C1CC(C1)(C(=O)O)C(=O)O.[NH2-].[NH2-].[Pt+2]. Cell line: HCT-15. Synergy scores: CSS=29.2, Synergy_ZIP=-3.39, Synergy_Bliss=-0.998, Synergy_Loewe=-13.2, Synergy_HSA=0.658. (3) Drug 1: CC1C(C(CC(O1)OC2CC(OC(C2O)C)OC3=CC4=CC5=C(C(=O)C(C(C5)C(C(=O)C(C(C)O)O)OC)OC6CC(C(C(O6)C)O)OC7CC(C(C(O7)C)O)OC8CC(C(C(O8)C)O)(C)O)C(=C4C(=C3C)O)O)O)O. Drug 2: COC1=C2C(=CC3=C1OC=C3)C=CC(=O)O2. Cell line: OVCAR-5. Synergy scores: CSS=45.8, Synergy_ZIP=0.143, Synergy_Bliss=-1.72, Synergy_Loewe=-38.5, Synergy_HSA=-1.40. (4) Drug 1: CC1=C(C(CCC1)(C)C)C=CC(=CC=CC(=CC(=O)O)C)C. Drug 2: C1CN1C2=NC(=NC(=N2)N3CC3)N4CC4. Cell line: SF-268. Synergy scores: CSS=23.5, Synergy_ZIP=-9.98, Synergy_Bliss=-0.465, Synergy_Loewe=-13.1, Synergy_HSA=-0.0345. (5) Drug 1: C1CC(CCC1OC2=C(C(=CC=C2)Cl)F)(CC3=NC(=CC=C3)NC4=NC=CS4)C(=O)O. Drug 2: C1CC(CNC1)C2=CC=C(C=C2)N3C=C4C=CC=C(C4=N3)C(=O)N. Cell line: UACC62. Synergy scores: CSS=23.1, Synergy_ZIP=-1.70, Synergy_Bliss=2.16, Synergy_Loewe=4.36, Synergy_HSA=5.34. (6) Drug 1: C1=NC2=C(N1)C(=S)N=C(N2)N. Drug 2: CC(C)(C#N)C1=CC(=CC(=C1)CN2C=NC=N2)C(C)(C)C#N. Cell line: LOX IMVI. Synergy scores: CSS=30.8, Synergy_ZIP=1.16, Synergy_Bliss=-0.891, Synergy_Loewe=-4.36, Synergy_HSA=0.516. (7) Drug 1: CC1=C2C(C(=O)C3(C(CC4C(C3C(C(C2(C)C)(CC1OC(=O)C(C(C5=CC=CC=C5)NC(=O)C6=CC=CC=C6)O)O)OC(=O)C7=CC=CC=C7)(CO4)OC(=O)C)O)C)OC(=O)C. Drug 2: CC(C)NC(=O)C1=CC=C(C=C1)CNNC.Cl. Cell line: OVCAR-5. Synergy scores: CSS=37.2, Synergy_ZIP=2.00, Synergy_Bliss=-0.520, Synergy_Loewe=-34.1, Synergy_HSA=-0.354. (8) Drug 1: C1=CC(=CC=C1CCC2=CNC3=C2C(=O)NC(=N3)N)C(=O)NC(CCC(=O)O)C(=O)O. Drug 2: C(CN)CNCCSP(=O)(O)O. Cell line: MOLT-4. Synergy scores: CSS=72.0, Synergy_ZIP=1.80, Synergy_Bliss=3.37, Synergy_Loewe=-13.0, Synergy_HSA=2.61. (9) Cell line: PC-3. Drug 1: COC1=NC(=NC2=C1N=CN2C3C(C(C(O3)CO)O)O)N. Synergy scores: CSS=-0.660, Synergy_ZIP=3.07, Synergy_Bliss=5.04, Synergy_Loewe=-2.08, Synergy_HSA=-1.24. Drug 2: C1CC(=O)NC(=O)C1N2C(=O)C3=CC=CC=C3C2=O.